From a dataset of Full USPTO retrosynthesis dataset with 1.9M reactions from patents (1976-2016). Predict the reactants needed to synthesize the given product. (1) Given the product [Cl:25][CH:9]([C:11]1[CH:16]=[CH:15][C:14]([C:17]([F:20])([F:19])[F:18])=[CH:13][CH:12]=1)[C:6]1[CH:7]=[CH:8][C:3]([C:2]([F:22])([F:21])[F:1])=[CH:4][CH:5]=1, predict the reactants needed to synthesize it. The reactants are: [F:1][C:2]([F:22])([F:21])[C:3]1[CH:8]=[CH:7][C:6]([CH:9]([C:11]2[CH:16]=[CH:15][C:14]([C:17]([F:20])([F:19])[F:18])=[CH:13][CH:12]=2)O)=[CH:5][CH:4]=1.S(Cl)([Cl:25])=O. (2) Given the product [F:1][C:2]1[CH:9]=[C:8]([F:10])[C:7]([N+:16]([O-:18])=[O:17])=[CH:6][C:3]=1[CH:4]=[O:5], predict the reactants needed to synthesize it. The reactants are: [F:1][C:2]1[CH:9]=[C:8]([F:10])[CH:7]=[CH:6][C:3]=1[CH:4]=[O:5].S(=O)(=O)(O)O.[N+:16]([O-])([OH:18])=[O:17].O. (3) Given the product [NH4+:1].[OH-:6].[Br:10][C:11]1[CH:12]=[CH:13][C:14]([C:17]([F:18])([F:19])[F:20])=[CH:15][C:16]=1[N:1]1[CH:5]=[CH:4][N:3]=[CH:2]1, predict the reactants needed to synthesize it. The reactants are: [NH:1]1[CH:5]=[CH:4][N:3]=[CH:2]1.[O-:6]CC.[Na+].[Br:10][C:11]1[CH:16]=[CH:15][C:14]([C:17]([F:20])([F:19])[F:18])=[CH:13][C:12]=1F.O. (4) The reactants are: [O:1]1[C:5]2[CH:6]=[C:7]([C:10](OC)=[O:11])[CH:8]=[CH:9][C:4]=2[CH:3]=[CH:2]1.[H-].[H-].[H-].[H-].[Li+].[Al+3].O.[OH-].[Na+]. Given the product [O:1]1[C:5]2[CH:6]=[C:7]([CH:10]=[O:11])[CH:8]=[CH:9][C:4]=2[CH:3]=[CH:2]1, predict the reactants needed to synthesize it. (5) Given the product [N:6]1[CH:7]=[CH:8][CH:9]=[C:10]2[CH2:11][NH:16][C:3](=[O:2])[C:5]=12, predict the reactants needed to synthesize it. The reactants are: C[O:2][C:3]([C:5]1[C:10]([CH3:11])=[CH:9][CH:8]=[CH:7][N:6]=1)=O.C1C(=O)[N:16](Br)C(=O)C1.N(C1(C#N)CCCCC1)=NC1(C#N)CCCCC1. (6) Given the product [C:26]([C:30]1[CH:54]=[CH:53][C:33]([C:34]([NH:36][C:37]2[CH:42]=[CH:41][CH:40]=[C:39]([C:2]3[CH:3]=[C:4]([NH:11][C:12]4[CH:13]=[CH:14][C:15]([C:18]([N:20]5[CH2:25][CH2:24][O:23][CH2:22][CH2:21]5)=[O:19])=[CH:16][N:17]=4)[C:5]4[N:6]([CH:8]=[CH:9][N:10]=4)[N:7]=3)[C:38]=2[CH3:52])=[O:35])=[CH:32][CH:31]=1)([CH3:29])([CH3:27])[CH3:28], predict the reactants needed to synthesize it. The reactants are: Cl[C:2]1[CH:3]=[C:4]([NH:11][C:12]2[N:17]=[CH:16][C:15]([C:18]([N:20]3[CH2:25][CH2:24][O:23][CH2:22][CH2:21]3)=[O:19])=[CH:14][CH:13]=2)[C:5]2[N:6]([CH:8]=[CH:9][N:10]=2)[N:7]=1.[C:26]([C:30]1[CH:54]=[CH:53][C:33]([C:34]([NH:36][C:37]2[CH:42]=[CH:41][CH:40]=[C:39](B3OC(C)(C)C(C)(C)O3)[C:38]=2[CH3:52])=[O:35])=[CH:32][CH:31]=1)([CH3:29])([CH3:28])[CH3:27].C(=O)([O-])[O-].[K+].[K+].C1(C)C=CC=CC=1.